Dataset: Reaction yield outcomes from USPTO patents with 853,638 reactions. Task: Predict the reaction yield, written as a fraction of the theoretical maximum amount of product (1.0 means a 100% yield; for example, 0.34 means a 34% yield). (1) The reactants are C1(NC2C=CC=CC=2N[C:15](=[O:21])[O:16][C:17]([CH3:20])([CH3:19])[CH3:18])CCCCC1.[C:22]([N@@:25]1[CH2:27][CH:26]1[C:28]([O:30][CH3:31])=[O:29])(=[O:24])[CH3:23].[CH:32]1([NH:38][C:39]2[CH:44]=[CH:43][CH:42]=[CH:41][C:40]=2NC(=O)OCC2C=CC=CC=2)[CH2:37][CH2:36][CH2:35][CH2:34][CH2:33]1.C1(N2C[C@@H](NC(=O)NC3C=C(C=CC=3)C([O-])=O)C(=O)N(CC(=O)C(C)(C)C)C3C=CC=CC2=3)CCCCC1.[Ca+2].C1(N2C[C@@H](NC(=O)NC3C=C(C=CC=3)C([O-])=O)C(=O)N(CC(=O)C(C)(C)C)C3C=CC=CC2=3)CCCCC1. No catalyst specified. The product is [C:22]([NH:25][C@H:26]([CH2:27][N:38]([C:39]1[CH:44]=[CH:43][CH:42]=[CH:41][C:40]=1[C:15]([O:16][C:17]([CH3:20])([CH3:19])[CH3:18])=[O:21])[CH:32]1[CH2:33][CH2:34][CH2:35][CH2:36][CH2:37]1)[C:28]([O:30][CH3:31])=[O:29])(=[O:24])[CH3:23]. The yield is 0.400. (2) No catalyst specified. The reactants are C(C1C=CC(C(NC2C=CC(C3C=C4C(CN([C@@H](C(C)C)C(O)=O)C4=O)=CC=3)=NC=2)=O)=CC=1)(C)(C)C.[CH3:37][O:38][C:39]1[CH:44]=[C:43]([NH:45][C:46](=[O:58])[C:47]2[CH:52]=[CH:51][C:50]([O:53][C:54]([F:57])([F:56])[F:55])=[CH:49][CH:48]=2)[CH:42]=[CH:41][C:40]=1[C:59]1[CH:67]=[C:66]2[C:62]([CH2:63][N:64]([C@@H:69]([CH:74]([CH3:76])[CH3:75])[C:70]([O:72]C)=[O:71])[C:65]2=[O:68])=[CH:61][CH:60]=1. The product is [CH3:37][O:38][C:39]1[CH:44]=[C:43]([NH:45][C:46](=[O:58])[C:47]2[CH:52]=[CH:51][C:50]([O:53][C:54]([F:55])([F:57])[F:56])=[CH:49][CH:48]=2)[CH:42]=[CH:41][C:40]=1[C:59]1[CH:67]=[C:66]2[C:62]([CH2:63][N:64]([C@@H:69]([CH:74]([CH3:76])[CH3:75])[C:70]([OH:72])=[O:71])[C:65]2=[O:68])=[CH:61][CH:60]=1. The yield is 0.822. (3) The reactants are [Br:1][C:2]1[CH:7]=[CH:6][C:5]([NH:8][C:9]2[CH:18]=[C:17]([Cl:19])[CH:16]=[CH:15][C:10]=2[C:11](OC)=[O:12])=[C:4]([N+:20]([O-])=O)[CH:3]=1.CO. The catalyst is Cl. The product is [Br:1][C:2]1[CH:7]=[CH:6][C:5]2[NH:8][C:9]3[CH:18]=[C:17]([Cl:19])[CH:16]=[CH:15][C:10]=3[C:11](=[O:12])[NH:20][C:4]=2[CH:3]=1. The yield is 0.910. (4) The reactants are [F:1][C:2]1[C:11]([CH:12]([N:14]2[C:18]3=[N:19][C:20]([C:23](=O)[CH3:24])=[CH:21][N:22]=[C:17]3[N:16]=[N:15]2)[CH3:13])=[C:10]([F:26])[CH:9]=[C:8]2[C:3]=1[CH:4]=[CH:5][CH:6]=[N:7]2.Cl.[NH2:28][O:29][CH2:30][CH2:31][OH:32]. The catalyst is CO. The product is [OH:32][CH2:31][CH2:30][O:29]/[N:28]=[C:23](/[C:20]1[N:19]=[C:18]2[N:14]([CH:12]([C:11]3[C:2]([F:1])=[C:3]4[C:8](=[CH:9][C:10]=3[F:26])[N:7]=[CH:6][CH:5]=[CH:4]4)[CH3:13])[N:15]=[N:16][C:17]2=[N:22][CH:21]=1)\[CH3:24]. The yield is 0.620. (5) The reactants are [CH3:1][C:2]1[N:3]=[C:4]2[CH:9]=[CH:8][C:7]([C:10]3[CH:15]=[CH:14][CH:13]=[CH:12][C:11]=3[C:16]([F:19])([F:18])[F:17])=[N:6][N:5]2[C:20]=1[NH2:21].[N:22]1[CH:27]=[CH:26][CH:25]=[CH:24][C:23]=1[C:28](O)=[O:29].CCN(C(C)C)C(C)C.CN(C(ON1N=NC2C=CC=NC1=2)=[N+](C)C)C.F[P-](F)(F)(F)(F)F. The catalyst is CN(C=O)C.O. The product is [CH3:1][C:2]1[N:3]=[C:4]2[CH:9]=[CH:8][C:7]([C:10]3[CH:15]=[CH:14][CH:13]=[CH:12][C:11]=3[C:16]([F:19])([F:18])[F:17])=[N:6][N:5]2[C:20]=1[NH:21][C:28](=[O:29])[C:23]1[CH:24]=[CH:25][CH:26]=[CH:27][N:22]=1. The yield is 0.370. (6) The reactants are Br[CH2:2][CH2:3][CH2:4][N:5]1[C:13]2[C:8](=[CH:9][C:10]([CH:14]=[O:15])=[CH:11][CH:12]=2)[CH:7]=[CH:6]1.[OH:16][C:17]([C:34]1[S:35][CH:36]=[CH:37][CH:38]=1)([C:29]1[S:30][CH:31]=[CH:32][CH:33]=1)[C:18]([O:20][C@H:21]1[CH2:26][CH2:25][C@H:24]([NH:27][CH3:28])[CH2:23][CH2:22]1)=[O:19].C(N(CC)CC)C. The catalyst is CC#N.C1COCC1. The product is [OH:16][C:17]([C:29]1[S:30][CH:31]=[CH:32][CH:33]=1)([C:34]1[S:35][CH:36]=[CH:37][CH:38]=1)[C:18]([O:20][C@H:21]1[CH2:22][CH2:23][C@H:24]([N:27]([CH2:2][CH2:3][CH2:4][N:5]2[C:13]3[C:8](=[CH:9][C:10]([CH:14]=[O:15])=[CH:11][CH:12]=3)[CH:7]=[CH:6]2)[CH3:28])[CH2:25][CH2:26]1)=[O:19]. The yield is 0.750. (7) The reactants are [NH2:1][C:2]1[C:11]2[C:6](=[C:7](I)[C:8]([F:12])=[CH:9][CH:10]=2)[N:5]=[N:4][C:3]=1[C:14]([NH:16][CH2:17][CH2:18][CH3:19])=[O:15].[F:20][C:21]1[CH:26]=[C:25]([O:27][CH3:28])[CH:24]=[CH:23][C:22]=1B(O)O. No catalyst specified. The product is [NH2:1][C:2]1[C:11]2[C:6](=[C:7]([C:22]3[CH:23]=[CH:24][C:25]([O:27][CH3:28])=[CH:26][C:21]=3[F:20])[C:8]([F:12])=[CH:9][CH:10]=2)[N:5]=[N:4][C:3]=1[C:14]([NH:16][CH2:17][CH2:18][CH3:19])=[O:15]. The yield is 0.670.